From a dataset of Reaction yield outcomes from USPTO patents with 853,638 reactions. Predict the reaction yield, written as a fraction of the theoretical maximum amount of product (1.0 means a 100% yield; for example, 0.34 means a 34% yield). (1) The reactants are [C:1]([N:4]1[C:12]2[C:7](=[CH:8][CH:9]=[C:10]([S:13](Cl)(=[O:15])=[O:14])[CH:11]=2)[C:6]([CH3:18])([CH3:17])[CH2:5]1)(=[O:3])[CH3:2].[CH3:19][NH2:20].O. The catalyst is ClCCl.C(O)C. The product is [C:1]([N:4]1[C:12]2[C:7](=[CH:8][CH:9]=[C:10]([S:13]([NH:20][CH3:19])(=[O:15])=[O:14])[CH:11]=2)[C:6]([CH3:18])([CH3:17])[CH2:5]1)(=[O:3])[CH3:2]. The yield is 0.890. (2) The reactants are Cl[C:2]1[C:7]([CH:8]=[O:9])=[C:6]([NH:10][C:11]2[CH:16]=[CH:15][CH:14]=[CH:13][CH:12]=2)[N:5]=[C:4]([S:17][CH3:18])[N:3]=1.C([O-])([O-])=O.[K+].[K+].[C:25]1(B(O)O)[CH:30]=[CH:29][CH:28]=[CH:27][CH:26]=1. The catalyst is O1CCOCC1.O.[Pd].C1(P(C2C=CC=CC=2)C2C=CC=CC=2)C=CC=CC=1.C1(P(C2C=CC=CC=2)C2C=CC=CC=2)C=CC=CC=1.C1(P(C2C=CC=CC=2)C2C=CC=CC=2)C=CC=CC=1.C1(P(C2C=CC=CC=2)C2C=CC=CC=2)C=CC=CC=1. The product is [CH3:18][S:17][C:4]1[N:3]=[C:2]([C:25]2[CH:30]=[CH:29][CH:28]=[CH:27][CH:26]=2)[C:7]([CH:8]=[O:9])=[C:6]([NH:10][C:11]2[CH:16]=[CH:15][CH:14]=[CH:13][CH:12]=2)[N:5]=1. The yield is 0.700. (3) The reactants are C1(P(C2C=CC=CC=2)CCCP(C2C=CC=CC=2)C2C=CC=CC=2)C=CC=CC=1.C(N(CC)CC)C.Br[C:38]1[CH:43]=[CH:42][C:41]([C:44]2[C:53]3[C:48](=[CH:49][C:50]([Cl:55])=[C:51]([CH3:54])[CH:52]=3)[O:47][C:46](=[O:56])[C:45]=2[CH2:57][C:58]([NH:60][C:61]2[CH:66]=[CH:65][C:64]([F:67])=[CH:63][C:62]=2[C:68]([F:71])([F:70])[F:69])=[O:59])=[CH:40][CH:39]=1. The catalyst is CO.CN(C=O)C.C([O-])(=O)C.[Pd+2].C([O-])(=O)C. The product is [Cl:55][C:50]1[CH:49]=[C:48]2[C:53]([C:44]([C:41]3[CH:42]=[CH:43][C:38]([C:46]([O:47][CH3:48])=[O:56])=[CH:39][CH:40]=3)=[C:45]([CH2:57][C:58]([NH:60][C:61]3[CH:66]=[CH:65][C:64]([F:67])=[CH:63][C:62]=3[C:68]([F:71])([F:70])[F:69])=[O:59])[C:46](=[O:56])[O:47]2)=[CH:52][C:51]=1[CH3:54]. The yield is 0.490. (4) The reactants are [C:1]([C:3]1[C:4]([NH2:9])=[N:5][CH:6]=[CH:7][CH:8]=1)#[CH:2].[C:10](Cl)(=[N:12][OH:13])[CH3:11].[N:15]1[CH:20]=[CH:19][CH:18]=[CH:17][C:16]=1[O:21][C:22]1[CH:27]=[CH:26][CH:25]=[CH:24][CH:23]=1.C(N(CC)CC)C. The catalyst is O1CCCC1. The product is [N:15]1[CH:20]=[CH:19][CH:18]=[CH:17][C:16]=1[O:21][C:22]1[CH:23]=[CH:24][C:25]([CH2:11][C:10]2[CH:2]=[C:1]([C:3]3[C:4]([NH2:9])=[N:5][CH:6]=[CH:7][CH:8]=3)[O:13][N:12]=2)=[CH:26][CH:27]=1. The yield is 0.300. (5) The reactants are C([NH:5][S:6]([C:9]1[S:10][C:11]([C:14]2[N:19]=[C:18]([CH:20]3[CH2:22][CH2:21]3)[C:17]([Cl:23])=[C:16]([NH:24][C:25]3[NH:29][N:28]=[C:27]([CH:30]4[CH2:32][CH2:31]4)[CH:26]=3)[N:15]=2)=[CH:12][CH:13]=1)(=[O:8])=[O:7])(C)(C)C. The catalyst is FC(F)(F)C(O)=O. The product is [Cl:23][C:17]1[C:18]([CH:20]2[CH2:22][CH2:21]2)=[N:19][C:14]([C:11]2[S:10][C:9]([S:6]([NH2:5])(=[O:8])=[O:7])=[CH:13][CH:12]=2)=[N:15][C:16]=1[NH:24][C:25]1[NH:29][N:28]=[C:27]([CH:30]2[CH2:32][CH2:31]2)[CH:26]=1. The yield is 0.480. (6) The reactants are C(NC(C)C)(C)C.[Li]CCCC.CCCCCC.[F:19][C:20]([F:43])([F:42])[O:21][C:22]1[CH:23]=[C:24]([CH:28]([C:31]2[CH:36]=[CH:35][CH:34]=[C:33]([O:37][C:38]([F:41])([F:40])[F:39])[CH:32]=2)[C:29]#[N:30])[CH:25]=[CH:26][CH:27]=1.[F:44][C:45]([F:50])([F:49])[C@@H:46]1[CH2:48][O:47]1. The catalyst is C1COCC1.O. The product is [F:44][C:45]([F:50])([F:49])[C@@H:46]([OH:47])[CH2:48][C:28]([C:31]1[CH:36]=[CH:35][CH:34]=[C:33]([O:37][C:38]([F:41])([F:40])[F:39])[CH:32]=1)([C:24]1[CH:25]=[CH:26][CH:27]=[C:22]([O:21][C:20]([F:42])([F:43])[F:19])[CH:23]=1)[C:29]#[N:30]. The yield is 0.360.